Dataset: Forward reaction prediction with 1.9M reactions from USPTO patents (1976-2016). Task: Predict the product of the given reaction. (1) Given the reactants [NH2:1][CH2:2][CH2:3][CH2:4][C:5]([OH:7])=[O:6].[OH-].[Na+].[CH3:10][C:11]([O:14][C:15](O[C:15]([O:14][C:11]([CH3:13])([CH3:12])[CH3:10])=[O:16])=[O:16])([CH3:13])[CH3:12], predict the reaction product. The product is: [C:11]([O:14][C:15]([NH:1][CH2:2][CH2:3][CH2:4][C:5]([OH:7])=[O:6])=[O:16])([CH3:13])([CH3:12])[CH3:10]. (2) Given the reactants [SH:1][C:2]1[CH:11]=[C:10]2[C:5]([C:6]([Br:16])=[N:7][N:8]([CH:13]([CH3:15])[CH3:14])[C:9]2=[O:12])=[CH:4][CH:3]=1.[H-].[Na+].[CH3:19]I, predict the reaction product. The product is: [CH3:19][S:1][C:2]1[CH:11]=[C:10]2[C:5]([C:6]([Br:16])=[N:7][N:8]([CH:13]([CH3:14])[CH3:15])[C:9]2=[O:12])=[CH:4][CH:3]=1. (3) Given the reactants [NH2:1][C:2]1[N:11]=[C:10]([C:12]([N:14]2[CH2:22][C:21]3[C:16](=[CH:17][CH:18]=[CH:19][CH:20]=3)[CH2:15]2)=[O:13])[C:9]2[C:4](=[CH:5][CH:6]=[C:7]([C:23]3([C:27]([O:29]CC)=[O:28])[CH2:26][CH2:25][CH2:24]3)[CH:8]=2)[N:3]=1.[OH-].[Na+], predict the reaction product. The product is: [NH2:1][C:2]1[N:11]=[C:10]([C:12]([N:14]2[CH2:15][C:16]3[C:21](=[CH:20][CH:19]=[CH:18][CH:17]=3)[CH2:22]2)=[O:13])[C:9]2[C:4](=[CH:5][CH:6]=[C:7]([C:23]3([C:27]([OH:29])=[O:28])[CH2:26][CH2:25][CH2:24]3)[CH:8]=2)[N:3]=1. (4) Given the reactants Cl[C:2]1[N:7]=[CH:6][N:5]=[C:4]([NH:8][C:9]2[CH:14]=[CH:13][C:12]([N:15]3[CH2:20][CH2:19][O:18][CH2:17][C@@H:16]3[CH2:21][OH:22])=[CH:11][CH:10]=2)[N:3]=1.[F:23][C@H:24]1[C@@H:29]([O:30][C:31]2[CH:38]=[CH:37][C:36](B3OC(C)(C)C(C)(C)O3)=[CH:35][C:32]=2[C:33]#[N:34])[CH2:28][CH2:27][N:26]([C:48](=[O:52])[C@@H:49]([OH:51])[CH3:50])[CH2:25]1.C(=O)([O-])[O-].[Na+].[Na+], predict the reaction product. The product is: [F:23][C@H:24]1[C@@H:29]([O:30][C:31]2[CH:38]=[CH:37][C:36]([C:2]3[N:3]=[C:4]([NH:8][C:9]4[CH:14]=[CH:13][C:12]([N:15]5[CH2:20][CH2:19][O:18][CH2:17][C@@H:16]5[CH2:21][OH:22])=[CH:11][CH:10]=4)[N:5]=[CH:6][N:7]=3)=[CH:35][C:32]=2[C:33]#[N:34])[CH2:28][CH2:27][N:26]([C:48](=[O:52])[C@@H:49]([OH:51])[CH3:50])[CH2:25]1. (5) The product is: [CH2:11]([N:18]1[CH2:23][CH2:22][CH:21]([C:24]([N:8]2[CH2:9][CH2:10][N:5]([C:1]([CH3:4])([CH3:3])[CH3:2])[CH2:6][CH2:7]2)=[O:25])[CH2:20][CH2:19]1)[C:12]1[CH:17]=[CH:16][CH:15]=[CH:14][CH:13]=1. Given the reactants [C:1]([N:5]1[CH2:10][CH2:9][NH:8][CH2:7][CH2:6]1)([CH3:4])([CH3:3])[CH3:2].[CH2:11]([N:18]1[CH2:23][CH2:22][CH:21]([C:24](O)=[O:25])[CH2:20][CH2:19]1)[C:12]1[CH:17]=[CH:16][CH:15]=[CH:14][CH:13]=1.CCN=C=NCCCN(C)C.Cl, predict the reaction product. (6) Given the reactants [NH2:1][C:2]1([C:6]([NH:8][C:9]2[CH:10]=[N:11][C:12]([O:15][C:16]3[C:21]4[C:22]([CH3:26])([CH3:25])[CH2:23][O:24][C:20]=4[CH:19]=[CH:18][CH:17]=3)=[CH:13][CH:14]=2)=[O:7])[CH2:5][CH2:4][CH2:3]1.C(N(CC)CC)C.Cl[C:35](Cl)([O:37]C(=O)OC(Cl)(Cl)Cl)Cl, predict the reaction product. The product is: [CH3:25][C:22]1([CH3:26])[C:21]2[C:16]([O:15][C:12]3[N:11]=[CH:10][C:9]([N:8]4[C:6](=[O:7])[C:2]5([CH2:5][CH2:4][CH2:3]5)[NH:1][C:35]4=[O:37])=[CH:14][CH:13]=3)=[CH:17][CH:18]=[CH:19][C:20]=2[O:24][CH2:23]1.